This data is from Full USPTO retrosynthesis dataset with 1.9M reactions from patents (1976-2016). The task is: Predict the reactants needed to synthesize the given product. Given the product [CH3:45][C:14]([CH3:44])([CH3:13])[CH2:15][N:16]1[C:21](=[O:22])[C:20]([CH2:23][C:24]2[CH:25]=[CH:26][C:27]([C:30]3[CH:35]=[CH:34][CH:33]=[CH:32][C:31]=3[C:36]3[NH:3][C:4](=[O:7])[O:5][N:37]=3)=[CH:28][CH:29]=2)=[C:19]([CH2:38][CH2:39][CH3:40])[N:18]2[N:41]=[CH:42][N:43]=[C:17]12, predict the reactants needed to synthesize it. The reactants are: [Cl-].O[NH3+:3].[C:4](=[O:7])([O-])[OH:5].[Na+].CS(C)=O.[CH3:13][C:14]([CH3:45])([CH3:44])[CH2:15][N:16]1[C:21](=[O:22])[C:20]([CH2:23][C:24]2[CH:29]=[CH:28][C:27]([C:30]3[C:31]([C:36]#[N:37])=[CH:32][CH:33]=[CH:34][CH:35]=3)=[CH:26][CH:25]=2)=[C:19]([CH2:38][CH2:39][CH3:40])[N:18]2[N:41]=[CH:42][N:43]=[C:17]12.